Dataset: NCI-60 drug combinations with 297,098 pairs across 59 cell lines. Task: Regression. Given two drug SMILES strings and cell line genomic features, predict the synergy score measuring deviation from expected non-interaction effect. Drug 1: C1=CC(=C2C(=C1NCCNCCO)C(=O)C3=C(C=CC(=C3C2=O)O)O)NCCNCCO. Drug 2: C1=C(C(=O)NC(=O)N1)N(CCCl)CCCl. Cell line: SK-MEL-28. Synergy scores: CSS=39.4, Synergy_ZIP=-4.07, Synergy_Bliss=-2.10, Synergy_Loewe=-11.2, Synergy_HSA=0.421.